This data is from Full USPTO retrosynthesis dataset with 1.9M reactions from patents (1976-2016). The task is: Predict the reactants needed to synthesize the given product. (1) Given the product [Cl:18][C:19]1[CH:27]=[CH:26][C:22]([C:23]([NH:16][C@@H:6]([CH2:7][C:8]2[CH:13]=[CH:12][C:11]([Cl:14])=[C:10]([Cl:15])[CH:9]=2)[CH2:5][C:4]([OH:3])=[O:17])=[O:24])=[C:21]([NH:28][S:29]([C:32]2[C:33]3[N:34]=[CH:35][CH:36]=[N:37][C:38]=3[CH:39]=[CH:40][CH:41]=2)(=[O:30])=[O:31])[CH:20]=1, predict the reactants needed to synthesize it. The reactants are: Cl.C[O:3][C:4](=[O:17])[CH2:5][C@@H:6]([NH2:16])[CH2:7][C:8]1[CH:13]=[CH:12][C:11]([Cl:14])=[C:10]([Cl:15])[CH:9]=1.[Cl:18][C:19]1[CH:27]=[CH:26][C:22]([C:23](O)=[O:24])=[C:21]([NH:28][S:29]([C:32]2[C:33]3[N:34]=[CH:35][CH:36]=[N:37][C:38]=3[CH:39]=[CH:40][CH:41]=2)(=[O:31])=[O:30])[CH:20]=1. (2) Given the product [ClH:27].[I:26][C:25]1[C:16]([CH2:15][CH2:14][N:11]2[CH2:12][CH2:13][NH:8][CH2:9][CH2:10]2)=[CH:17][C:18]2[CH2:22][O:21][C:20](=[O:23])[C:19]=2[CH:24]=1, predict the reactants needed to synthesize it. The reactants are: C(OC([N:8]1[CH2:13][CH2:12][N:11]([CH2:14][CH2:15][C:16]2[C:25]([I:26])=[CH:24][C:19]3[C:20](=[O:23])[O:21][CH2:22][C:18]=3[CH:17]=2)[CH2:10][CH2:9]1)=O)(C)(C)C.[ClH:27].CC1C2COC(=O)C=2C=CC=1CCN1CCNCC1. (3) Given the product [CH3:53][O:52][C:46]1[CH:47]=[C:48]([O:50][CH3:51])[CH:49]=[C:41]2[C:42]=1[C:43](=[O:44])[NH:45][C:1]([C:3]1[CH:4]=[CH:5][C:6]([N:9]3[CH2:10][CH2:11][CH:12]([NH:15][C:16](=[O:23])[C:17]4[CH:18]=[CH:19][CH:20]=[CH:21][CH:22]=4)[CH2:13][CH2:14]3)=[CH:7][CH:8]=1)=[N:40]2, predict the reactants needed to synthesize it. The reactants are: [CH:1]([C:3]1[CH:8]=[CH:7][C:6]([N:9]2[CH2:14][CH2:13][CH:12]([NH:15][C:16](=[O:23])[C:17]3[CH:22]=[CH:21][CH:20]=[CH:19][CH:18]=3)[CH2:11][CH2:10]2)=[CH:5][CH:4]=1)=O.OS([O-])=O.[Na+].CC1C=CC(S(O)(=O)=O)=CC=1.[NH2:40][C:41]1[CH:49]=[C:48]([O:50][CH3:51])[CH:47]=[C:46]([O:52][CH3:53])[C:42]=1[C:43]([NH2:45])=[O:44].